Dataset: Full USPTO retrosynthesis dataset with 1.9M reactions from patents (1976-2016). Task: Predict the reactants needed to synthesize the given product. (1) Given the product [CH3:1][N:2]1[C:6]([C:7]([OH:9])=[O:8])=[C:5]([CH3:12])[CH:4]=[N:3]1, predict the reactants needed to synthesize it. The reactants are: [CH3:1][N:2]1[C:6]([C:7]([O:9]CC)=[O:8])=[C:5]([CH3:12])[CH:4]=[N:3]1.[OH-].[Na+]. (2) Given the product [Cl:1][C:2]1[CH:3]=[CH:4][C:5]([C@H:8]2[C@@H:12]([C:13]3[CH:14]=[CH:15][C:16]([Cl:19])=[CH:17][CH:18]=3)[N:11]([C:20]([N:45]3[CH2:44][CH2:43][N:42]([S:39]([CH2:37][CH3:38])(=[O:41])=[O:40])[CH2:47][CH2:46]3)=[O:21])[C:10]([C:23]3[CH:28]=[CH:27][C:26]([C:29]([CH3:31])([CH3:30])[C:32]#[N:33])=[CH:25][C:24]=3[O:34][CH2:35][CH3:36])=[N:9]2)=[CH:6][CH:7]=1, predict the reactants needed to synthesize it. The reactants are: [Cl:1][C:2]1[CH:7]=[CH:6][C:5]([C@H:8]2[C@@H:12]([C:13]3[CH:18]=[CH:17][C:16]([Cl:19])=[CH:15][CH:14]=3)[N:11]([C:20](Cl)=[O:21])[C:10]([C:23]3[CH:28]=[CH:27][C:26]([C:29]([C:32]#[N:33])([CH3:31])[CH3:30])=[CH:25][C:24]=3[O:34][CH2:35][CH3:36])=[N:9]2)=[CH:4][CH:3]=1.[CH2:37]([S:39]([N:42]1[CH2:47][CH2:46][NH:45][CH2:44][CH2:43]1)(=[O:41])=[O:40])[CH3:38]. (3) The reactants are: [Cl:1][C:2]1[CH:3]=[C:4]2[C:8](=[CH:9][CH:10]=1)[C:7](=[O:11])[C:6]([F:16])([S:12]([CH3:15])(=[O:14])=[O:13])[CH2:5]2.[CH3:17][Mg]Br. Given the product [Cl:1][C:2]1[CH:3]=[C:4]2[C:8](=[CH:9][CH:10]=1)[C:7]([CH3:17])([OH:11])[C:6]([F:16])([S:12]([CH3:15])(=[O:13])=[O:14])[CH2:5]2, predict the reactants needed to synthesize it. (4) The reactants are: [C:1]([O:5][C:6]([NH:8][C@@H:9]([C:13]([SH:16])([CH3:15])[CH3:14])[C:10]([OH:12])=O)=[O:7])([CH3:4])([CH3:3])[CH3:2].C[N+]1(C2N=C(OC)N=C(OC)N=2)CCOCC1.[Cl-].[C@H:35]1([NH:45][C:46]([C@@H:48]2[CH2:57][C:56]3[C:51](=[CH:52][C:53]([NH:58][C:59]([C:61]4[CH:70]=[CH:69][C:64]([C:65]([O:67][CH3:68])=[O:66])=[CH:63][CH:62]=4)=[O:60])=[CH:54][CH:55]=3)[CH2:50][NH:49]2)=[O:47])[C:44]2[C:39](=[CH:40][CH:41]=[CH:42][CH:43]=2)[CH2:38][CH2:37][CH2:36]1.CCN(C(C)C)C(C)C. Given the product [C:1]([O:5][C:6]([NH:8][C@@H:9]([C:13]([SH:16])([CH3:15])[CH3:14])[C:10]([N:49]1[C@H:48]([C:46](=[O:47])[NH:45][C@H:35]2[C:44]3[C:39](=[CH:40][CH:41]=[CH:42][CH:43]=3)[CH2:38][CH2:37][CH2:36]2)[CH2:57][C:56]2[C:51](=[CH:52][C:53]([NH:58][C:59]([C:61]3[CH:62]=[CH:63][C:64]([C:65]([O:67][CH3:68])=[O:66])=[CH:69][CH:70]=3)=[O:60])=[CH:54][CH:55]=2)[CH2:50]1)=[O:12])=[O:7])([CH3:2])([CH3:3])[CH3:4], predict the reactants needed to synthesize it. (5) Given the product [Si:32]([O:31][CH2:30][CH2:29][CH2:28][N:15]1[C:16](=[O:27])[C:17]2[N:18]([CH2:19][C:20]3[CH:21]=[CH:22][C:23]([Cl:26])=[CH:24][CH:25]=3)[C:10]([O:6][CH:1]3[CH2:5][CH2:4][CH2:3][CH2:2]3)=[N:11][C:12]=2[N:13]([CH3:40])[C:14]1=[O:39])([C:35]([CH3:36])([CH3:37])[CH3:38])([CH3:33])[CH3:34], predict the reactants needed to synthesize it. The reactants are: [CH:1]1([OH:6])[CH2:5][CH2:4][CH2:3][CH2:2]1.[H-].[Na+].Br[C:10]1[N:18]([CH2:19][C:20]2[CH:25]=[CH:24][C:23]([Cl:26])=[CH:22][CH:21]=2)[C:17]2[C:16](=[O:27])[N:15]([CH2:28][CH2:29][CH2:30][O:31][Si:32]([C:35]([CH3:38])([CH3:37])[CH3:36])([CH3:34])[CH3:33])[C:14](=[O:39])[N:13]([CH3:40])[C:12]=2[N:11]=1. (6) Given the product [Cl:21][C:22]1[CH:28]=[C:27]([O:29][C:30]([F:32])([F:33])[F:31])[CH:26]=[CH:25][C:23]=1[NH:24][C:2]1[CH:17]=[C:16]([CH:18]([CH3:20])[CH3:19])[C:5]([C:6]([NH:8][CH2:9][CH:10]2[CH2:15][CH2:14][O:13][CH2:12][CH2:11]2)=[O:7])=[CH:4][N:3]=1, predict the reactants needed to synthesize it. The reactants are: Cl[C:2]1[CH:17]=[C:16]([CH:18]([CH3:20])[CH3:19])[C:5]([C:6]([NH:8][CH2:9][CH:10]2[CH2:15][CH2:14][O:13][CH2:12][CH2:11]2)=[O:7])=[CH:4][N:3]=1.[Cl:21][C:22]1[CH:28]=[C:27]([O:29][C:30]([F:33])([F:32])[F:31])[CH:26]=[CH:25][C:23]=1[NH2:24]. (7) The reactants are: [C:1]([CH2:3][C@H:4]1[C:9]2[N:10]=[C:11]([C:21]3[CH:26]=[CH:25][C:24]([NH:27][C:28]([NH:30][CH2:31][CH3:32])=[O:29])=[CH:23][CH:22]=3)[N:12]=[C:13]([N:14]3[CH2:19][CH2:18][O:17][CH2:16][C@@H:15]3[CH3:20])[C:8]=2[CH2:7][CH2:6][NH:5]1)#[N:2].C(CC1C2N=C(C3C=CC(NC(NCC)=O)=CC=3)N=C(N3CCOC[C@@H]3C)C=2CCN1C(OC(C)(C)C)=O)#N.Cl. Given the product [C:1]([CH2:3][C@@H:4]1[C:9]2[N:10]=[C:11]([C:21]3[CH:26]=[CH:25][C:24]([NH:27][C:28]([NH:30][CH2:31][CH3:32])=[O:29])=[CH:23][CH:22]=3)[N:12]=[C:13]([N:14]3[CH2:19][CH2:18][O:17][CH2:16][C@@H:15]3[CH3:20])[C:8]=2[CH2:7][CH2:6][NH:5]1)#[N:2], predict the reactants needed to synthesize it.